Dataset: Catalyst prediction with 721,799 reactions and 888 catalyst types from USPTO. Task: Predict which catalyst facilitates the given reaction. Reactant: C([NH:5][C:6](=O)[CH2:7][Cl:8])(C)(C)C.[C:10](Cl)(=[O:15])[C:11]([CH3:14])([CH3:13])[CH3:12]. Product: [Cl:8][CH2:7][CH2:6][NH:5][C:10](=[O:15])[C:11]([CH3:14])([CH3:13])[CH3:12]. The catalyst class is: 3.